From a dataset of HIV replication inhibition screening data with 41,000+ compounds from the AIDS Antiviral Screen. Binary Classification. Given a drug SMILES string, predict its activity (active/inactive) in a high-throughput screening assay against a specified biological target. (1) The molecule is Clc1cc2c(c(CSc3nc4ccccc4n4cccc34)c1)OCOC2. The result is 0 (inactive). (2) The compound is CCCC[Sn](CCCC)(Sc1cccc2cccnc12)Sc1cccc2cccnc12. The result is 0 (inactive). (3) The molecule is COC(=O)c1cc(OC)c(OC)c(OC)c1-c1cc2c(cc1C=O)OCO2. The result is 0 (inactive). (4) The drug is CC[P+]1(c2ccccc2)C(C)CCC1C.[I-]. The result is 0 (inactive). (5) The molecule is O=C(NCCCN1CCN(CCCNC(=O)Nc2cc(Cl)ccc2Cl)CC1)Nc1cc(Cl)ccc1Cl. The result is 0 (inactive).